This data is from Reaction yield outcomes from USPTO patents with 853,638 reactions. The task is: Predict the reaction yield, written as a fraction of the theoretical maximum amount of product (1.0 means a 100% yield; for example, 0.34 means a 34% yield). (1) The reactants are [CH2:1]([O:19][CH:20]1[CH:25]([O:26][CH2:27][CH2:28][CH2:29][CH2:30][CH2:31][CH2:32][CH2:33][CH2:34][CH2:35][CH2:36][CH2:37][CH2:38][CH2:39][CH2:40][CH2:41][CH2:42][CH2:43][CH3:44])[CH:24]([O:45][CH2:46][CH2:47][CH2:48][CH2:49][CH2:50][CH2:51][CH2:52][CH2:53][CH2:54][CH2:55][CH2:56][CH2:57][CH2:58][CH2:59][CH2:60][CH2:61][CH2:62][CH3:63])[CH2:23][CH:22]([CH2:64][OH:65])[CH2:21]1)[CH2:2][CH2:3][CH2:4][CH2:5][CH2:6][CH2:7][CH2:8][CH2:9][CH2:10][CH2:11][CH2:12][CH2:13][CH2:14][CH2:15][CH2:16][CH2:17][CH3:18].O[C:67]1[CH:74]=[CH:73][C:70]([CH:71]=[O:72])=[C:69]([O:75][CH3:76])[CH:68]=1.C1(P(C2C=CC=CC=2)C2C=CC=CC=2)C=CC=CC=1.N(C(OC(C)C)=O)=NC(OC(C)C)=O. The catalyst is C1COCC1.O. The product is [CH3:76][O:75][C:69]1[CH:68]=[C:67]([O:65][CH2:64][CH:22]2[CH2:21][CH:20]([O:19][CH2:1][CH2:2][CH2:3][CH2:4][CH2:5][CH2:6][CH2:7][CH2:8][CH2:9][CH2:10][CH2:11][CH2:12][CH2:13][CH2:14][CH2:15][CH2:16][CH2:17][CH3:18])[CH:25]([O:26][CH2:27][CH2:28][CH2:29][CH2:30][CH2:31][CH2:32][CH2:33][CH2:34][CH2:35][CH2:36][CH2:37][CH2:38][CH2:39][CH2:40][CH2:41][CH2:42][CH2:43][CH3:44])[CH:24]([O:45][CH2:46][CH2:47][CH2:48][CH2:49][CH2:50][CH2:51][CH2:52][CH2:53][CH2:54][CH2:55][CH2:56][CH2:57][CH2:58][CH2:59][CH2:60][CH2:61][CH2:62][CH3:63])[CH2:23]2)[CH:74]=[CH:73][C:70]=1[CH:71]=[O:72]. The yield is 1.00. (2) The reactants are [C:1]([C:5]1[O:9][N:8]=[C:7]([NH:10][C:11]([NH:13][C:14]2[CH:19]=[CH:18][CH:17]=[C:16]([S:20][C:21]3[C:30]4[C:25](=[CH:26][C:27]([O:33][CH2:34][CH2:35]Cl)=[C:28]([O:31][CH3:32])[CH:29]=4)[N:24]=[CH:23][N:22]=3)[CH:15]=2)=[O:12])[CH:6]=1)([CH3:4])([CH3:3])[CH3:2].[NH:37]1[CH2:41][CH2:40][CH:39]([OH:42])[CH2:38]1. No catalyst specified. The product is [C:1]([C:5]1[O:9][N:8]=[C:7]([NH:10][C:11]([NH:13][C:14]2[CH:19]=[CH:18][CH:17]=[C:16]([S:20][C:21]3[C:30]4[C:25](=[CH:26][C:27]([O:33][CH2:34][CH2:35][N:37]5[CH2:41][CH2:40][CH:39]([OH:42])[CH2:38]5)=[C:28]([O:31][CH3:32])[CH:29]=4)[N:24]=[CH:23][N:22]=3)[CH:15]=2)=[O:12])[CH:6]=1)([CH3:4])([CH3:3])[CH3:2]. The yield is 0.240. (3) The reactants are [CH:1]1([C:4](Cl)=[O:5])[CH2:3][CH2:2]1.CCN(CC)CC.[C:14]([SiH2:18][O:19][C:20]([CH3:31])([CH3:30])[C:21]1[CH:22]=[C:23]([CH:26]=[CH:27][C:28]=1[Cl:29])[CH2:24][NH2:25])([CH3:17])([CH3:16])[CH3:15]. The catalyst is C(Cl)Cl. The product is [C:14]([SiH2:18][O:19][C:20]([CH3:31])([CH3:30])[C:21]1[CH:22]=[C:23]([CH:26]=[CH:27][C:28]=1[Cl:29])[CH2:24][NH:25][C:4]([CH:1]1[CH2:3][CH2:2]1)=[O:5])([CH3:17])([CH3:15])[CH3:16]. The yield is 0.820. (4) The reactants are [C:1]([OH:11])(=[O:10])[CH:2]([C:4]1[CH:9]=[CH:8][CH:7]=[CH:6][CH:5]=1)O.[C:12]1([CH3:19])[CH:17]=[CH:16][CH:15]=[C:14]([CH3:18])[CH:13]=1.Cl[Sn](Cl)(Cl)Cl. No catalyst specified. The product is [CH3:19][C:12]1[CH:13]=[C:14]([CH3:18])[CH:15]=[CH:16][C:17]=1[CH:2]([C:4]1[CH:9]=[CH:8][CH:7]=[CH:6][CH:5]=1)[C:1]([OH:11])=[O:10]. The yield is 0.396.